Dataset: Peptide-MHC class II binding affinity with 134,281 pairs from IEDB. Task: Regression. Given a peptide amino acid sequence and an MHC pseudo amino acid sequence, predict their binding affinity value. This is MHC class II binding data. (1) The peptide sequence is AVGGVLLFLSVNVHA. The MHC is DRB1_0401 with pseudo-sequence DRB1_0401. The binding affinity (normalized) is 0.800. (2) The peptide sequence is DCISIGPGSTGLNIT. The MHC is DRB1_1001 with pseudo-sequence DRB1_1001. The binding affinity (normalized) is 0.377.